From a dataset of Reaction yield outcomes from USPTO patents with 853,638 reactions. Predict the reaction yield, written as a fraction of the theoretical maximum amount of product (1.0 means a 100% yield; for example, 0.34 means a 34% yield). (1) The reactants are [Cl:1][C:2]1[CH:3]=[C:4]2[C:8](=[CH:9][CH:10]=1)[NH:7][CH:6]=[C:5]2[CH2:11][CH2:12][NH:13][C:14](=[O:23])[C:15]1[CH:20]=[CH:19][CH:18]=[C:17]([CH2:21]Cl)[CH:16]=1.[F:24][C:25]([F:36])([F:35])[C:26]1[CH:31]=[CH:30][CH:29]=[CH:28][C:27]=1B(O)O.C(=O)([O-])[O-].[Na+].[Na+].[I-].[Na+]. The catalyst is C(COC)OC.O.C1C=CC([P]([Pd]([P](C2C=CC=CC=2)(C2C=CC=CC=2)C2C=CC=CC=2)([P](C2C=CC=CC=2)(C2C=CC=CC=2)C2C=CC=CC=2)[P](C2C=CC=CC=2)(C2C=CC=CC=2)C2C=CC=CC=2)(C2C=CC=CC=2)C2C=CC=CC=2)=CC=1. The product is [Cl:1][C:2]1[CH:3]=[C:4]2[C:8](=[CH:9][CH:10]=1)[NH:7][CH:6]=[C:5]2[CH2:11][CH2:12][NH:13][C:14](=[O:23])[C:15]1[CH:20]=[CH:19][CH:18]=[C:17]([CH2:21][C:27]2[CH:28]=[CH:29][CH:30]=[CH:31][C:26]=2[C:25]([F:36])([F:35])[F:24])[CH:16]=1. The yield is 0.610. (2) The reactants are C[O:2][C:3](=[O:11])[C:4]1[CH:9]=[C:8](Cl)[CH:7]=[CH:6][N:5]=1.[IH:12].[PH2](O)=O.[OH-].[Na+]. No catalyst specified. The product is [I:12][C:8]1[CH:7]=[CH:6][N:5]=[C:4]([C:3]([OH:2])=[O:11])[CH:9]=1. The yield is 0.890. (3) The reactants are I[C:2]1[CH:7]=[C:6]([N+:8]([O-:10])=[O:9])[CH:5]=[C:4]([N+:11]([O-:13])=[O:12])[CH:3]=1.[CH3:14][N:15]1[C:19](B(O)O)=[CH:18][CH:17]=[N:16]1.C([O-])([O-])=O.[Na+].[Na+].CCOC(C)=O.CCCCCC. The catalyst is C1COCC1.O.C1C=CC([P]([Pd]([P](C2C=CC=CC=2)(C2C=CC=CC=2)C2C=CC=CC=2)([P](C2C=CC=CC=2)(C2C=CC=CC=2)C2C=CC=CC=2)[P](C2C=CC=CC=2)(C2C=CC=CC=2)C2C=CC=CC=2)(C2C=CC=CC=2)C2C=CC=CC=2)=CC=1. The product is [N+:11]([C:4]1[CH:3]=[C:2]([C:19]2[N:15]([CH3:14])[N:16]=[CH:17][CH:18]=2)[CH:7]=[C:6]([N+:8]([O-:10])=[O:9])[CH:5]=1)([O-:13])=[O:12]. The yield is 0.900. (4) The reactants are [Br:1][C:2]1[N:7]=[C:6]([NH2:8])[CH:5]=[CH:4][CH:3]=1.CCN(CC)CC.[C:16](Cl)(=[O:18])[CH3:17]. The catalyst is C(Cl)Cl.O. The product is [Br:1][C:2]1[N:7]=[C:6]([NH:8][C:16](=[O:18])[CH3:17])[CH:5]=[CH:4][CH:3]=1. The yield is 0.880. (5) The product is [C:20]1([CH:7]([C:1]2[CH:2]=[CH:3][CH:4]=[CH:5][CH:6]=2)[O:8][CH:9]2[CH2:14][CH2:13][NH:12][CH2:11][CH2:10]2)[CH:21]=[CH:22][CH:23]=[CH:24][CH:25]=1. The catalyst is C(O)C.O.C(OCC)(=O)C. The reactants are [C:1]1([CH:7]([C:20]2[CH:25]=[CH:24][CH:23]=[CH:22][CH:21]=2)[O:8][CH:9]2[CH2:14][CH2:13][N:12](C(OCC)=O)[CH2:11][CH2:10]2)[CH:6]=[CH:5][CH:4]=[CH:3][CH:2]=1.[OH-].[Na+]. The yield is 0.875. (6) The reactants are [Br:1][C:2]1[CH:3]=[CH:4][C:5]([CH3:11])=[C:6]([CH:10]=1)[C:7]([OH:9])=[O:8].[C:12]([O-])([O-])=O.[K+].[K+].CI. The catalyst is CN(C=O)C. The product is [CH3:12][O:8][C:7](=[O:9])[C:6]1[CH:10]=[C:2]([Br:1])[CH:3]=[CH:4][C:5]=1[CH3:11]. The yield is 0.820. (7) The reactants are [Cl:1][C:2]1[CH:3]=[C:4]([CH:12]([O:16][CH:17]2[CH2:22][CH2:21][CH2:20][CH:19]=[CH:18]2)[C:13]([OH:15])=O)[CH:5]=[CH:6][C:7]=1[S:8]([CH3:11])(=[O:10])=[O:9].[NH2:23][C:24]1[S:25][CH:26]=[CH:27][N:28]=1.CN([P+](ON1N=NC2C=CC=CC1=2)(N(C)C)N(C)C)C.F[P-](F)(F)(F)(F)F.C(N(CC)CC)C. The catalyst is ClCCl.O. The product is [Cl:1][C:2]1[CH:3]=[C:4]([CH:12]([O:16][CH:17]2[CH2:22][CH2:21][CH2:20][CH:19]=[CH:18]2)[C:13]([NH:23][C:24]2[S:25][CH:26]=[CH:27][N:28]=2)=[O:15])[CH:5]=[CH:6][C:7]=1[S:8]([CH3:11])(=[O:10])=[O:9]. The yield is 0.630. (8) The reactants are NC1C=CC=CC=1[C:4](O)=[O:5].[NH2:11][C:12]1[CH:20]=[CH:19][C:18]([Cl:21])=[CH:17][C:13]=1[C:14]([OH:16])=[O:15].ClC(Cl)(OC(=O)OC(Cl)(Cl)Cl)Cl. The catalyst is C1COCC1. The product is [Cl:21][C:18]1[CH:17]=[C:13]2[C:14]([O:16][C:4](=[O:5])[NH:11][C:12]2=[CH:20][CH:19]=1)=[O:15]. The yield is 0.890.